From a dataset of Forward reaction prediction with 1.9M reactions from USPTO patents (1976-2016). Predict the product of the given reaction. (1) Given the reactants [C:1]([O:5][C:6]([N:8]1[CH2:23][CH2:22][C:11]2[NH:12][C:13]3[CH:14]=[CH:15][C:16]([C:19]([OH:21])=[O:20])=[CH:17][C:18]=3[C:10]=2[CH2:9]1)=[O:7])([CH3:4])([CH3:3])[CH3:2].C1CCN2C(=NCCC2)CC1.[CH2:35](Br)[C:36]1[CH:41]=[CH:40][CH:39]=[CH:38][CH:37]=1, predict the reaction product. The product is: [CH2:9]1[C:10]2[C:18]3[CH:17]=[C:16]([C:19]([O:21][CH2:35][C:36]4[CH:41]=[CH:40][CH:39]=[CH:38][CH:37]=4)=[O:20])[CH:15]=[CH:14][C:13]=3[NH:12][C:11]=2[CH2:22][CH2:23][N:8]1[C:6]([O:5][C:1]([CH3:4])([CH3:2])[CH3:3])=[O:7]. (2) Given the reactants [CH3:1][O:2][C:3]1[CH:4]=[C:5]([CH:10]=[CH:11][C:12]=1[CH2:13]Br)[C:6]([O:8][CH3:9])=[O:7].[CH3:15][N:16]1[C:24]2[C:19](=[CH:20][C:21]([N+:25]([O-:27])=[O:26])=[CH:22][CH:23]=2)[CH:18]=[CH:17]1, predict the reaction product. The product is: [CH3:1][O:2][C:3]1[CH:4]=[C:5]([CH:10]=[CH:11][C:12]=1[CH2:13][C:18]1[C:19]2[C:24](=[CH:23][CH:22]=[C:21]([N+:25]([O-:27])=[O:26])[CH:20]=2)[N:16]([CH3:15])[CH:17]=1)[C:6]([O:8][CH3:9])=[O:7]. (3) Given the reactants [CH3:1][O:2][C:3](=[O:23])[CH2:4][C:5]1[CH:10]=[C:9]([Cl:11])[C:8]([O:12][C:13]2[CH:18]=[CH:17][C:16]([N+:19]([O-])=O)=[CH:15][CH:14]=2)=[C:7]([Cl:22])[CH:6]=1, predict the reaction product. The product is: [CH3:1][O:2][C:3](=[O:23])[CH2:4][C:5]1[CH:10]=[C:9]([Cl:11])[C:8]([O:12][C:13]2[CH:18]=[CH:17][C:16]([NH2:19])=[CH:15][CH:14]=2)=[C:7]([Cl:22])[CH:6]=1. (4) Given the reactants [OH:1][CH2:2][C@:3]12[C:20](=[O:21])[CH2:19][C:18]([C:22]([O:24][CH3:25])=[O:23])=[CH:17][CH2:16][C@@H:4]1[C@:5]1([CH3:15])[CH:10]([CH2:11][CH2:12]2)[C:9]([CH3:14])([CH3:13])[CH2:8][CH2:7][CH2:6]1.CC(OI1(OC(C)=O)(OC(C)=O)OC(=O)C2C=CC=CC1=2)=O, predict the reaction product. The product is: [CH3:25][O:24][C:22]([C:18]1[CH2:19][C:20](=[O:21])[C@:3]2([CH:2]=[O:1])[CH2:12][CH2:11][CH:10]3[C@:5]([CH3:15])([CH2:6][CH2:7][CH2:8][C:9]3([CH3:13])[CH3:14])[C@H:4]2[CH2:16][CH:17]=1)=[O:23]. (5) The product is: [CH2:2]([O:15][C:16]1[CH:17]=[CH:18][C:19]2[CH2:26][CH:25]([CH2:27][OH:28])[NH:24][C:23](=[O:29])[CH:22]([CH:30]([CH3:32])[CH3:31])[N:21]([CH3:33])[C:20]=2[CH:34]=1)[CH2:3][CH2:4][CH2:5][CH2:6][CH:7]=[CH2:8]. Given the reactants Br[CH2:2][CH2:3][CH2:4][CH2:5][CH2:6][CH:7]=[CH2:8].C([O-])([O-])=O.[K+].[K+].[OH:15][C:16]1[CH:17]=[CH:18][C:19]2[CH2:26][C@@H:25]([CH2:27][OH:28])[NH:24][C:23](=[O:29])[C@H:22]([CH:30]([CH3:32])[CH3:31])[N:21]([CH3:33])[C:20]=2[CH:34]=1, predict the reaction product. (6) The product is: [C:1]([C:3]1[N:4]=[CH:5][N:6]2[C:15]=1[C@@H:14]([CH2:16][CH3:17])[N:13]([CH:18]1[CH2:22][CH2:21][CH2:20][CH2:19]1)[C:12]1[N:11]=[C:10]([NH:23][C:24]3[C:32]([O:33][CH3:34])=[CH:31][C:27]([C:28]([NH:53][CH:50]4[CH2:49][CH2:48][N:47]([CH:44]5[CH2:45][CH2:46][N:41]([CH2:37][CH:38]([CH3:40])[CH3:39])[CH2:42][CH2:43]5)[CH2:52][CH2:51]4)=[O:30])=[C:26]([F:35])[CH:25]=3)[N:9]=[CH:8][C:7]2=1)#[N:2]. Given the reactants [C:1]([C:3]1[N:4]=[CH:5][N:6]2[C:15]=1[C@@H:14]([CH2:16][CH3:17])[N:13]([CH:18]1[CH2:22][CH2:21][CH2:20][CH2:19]1)[C:12]1[N:11]=[C:10]([NH:23][C:24]3[C:32]([O:33][CH3:34])=[CH:31][C:27]([C:28]([OH:30])=O)=[C:26]([F:35])[CH:25]=3)[N:9]=[CH:8][C:7]2=1)#[N:2].Cl.[CH2:37]([N:41]1[CH2:46][CH2:45][CH:44]([N:47]2[CH2:52][CH2:51][CH:50]([NH2:53])[CH2:49][CH2:48]2)[CH2:43][CH2:42]1)[CH:38]([CH3:40])[CH3:39], predict the reaction product. (7) Given the reactants [CH3:1][O:2][C:3]1[CH:4]=[C:5]([CH:8]=[CH:9][C:10]=1[C:11]1[O:15][CH:14]=[N:13][CH:12]=1)[CH2:6][NH2:7].[N:16]1[O:20][N:19]=[C:18]2[C:21]([CH:25]=O)=[CH:22][CH:23]=[CH:24][C:17]=12, predict the reaction product. The product is: [N:16]1[O:20][N:19]=[C:18]2[C:21]([CH2:25][NH:7][CH2:6][C:5]3[CH:8]=[CH:9][C:10]([C:11]4[O:15][CH:14]=[N:13][CH:12]=4)=[C:3]([O:2][CH3:1])[CH:4]=3)=[CH:22][CH:23]=[CH:24][C:17]=12.